From a dataset of Reaction yield outcomes from USPTO patents with 853,638 reactions. Predict the reaction yield, written as a fraction of the theoretical maximum amount of product (1.0 means a 100% yield; for example, 0.34 means a 34% yield). (1) The reactants are [OH:1][C:2]1[CH:7]=[CH:6][CH:5]=[C:4]([OH:8])[CH:3]=1.[OH-].[K+].O.Br[C:13]([F:19])([F:18])[C:14]([F:17])([F:16])[Br:15]. The catalyst is CS(C)=O. The product is [Br:15][C:14]([F:17])([F:16])[C:13]([F:19])([F:18])[O:1][C:2]1[CH:7]=[CH:6][CH:5]=[C:4]([O:8][C:13]([F:19])([F:18])[C:14]([F:17])([F:16])[Br:15])[CH:3]=1. The yield is 0.804. (2) The reactants are C(N(C(C)C)C(C)C)C.Br[C:11]([F:23])([CH:17]1[CH2:21][CH2:20][C:19](=[O:22])[CH2:18]1)[C:12]([O:14][CH2:15][CH3:16])=[O:13].Cl.O. The catalyst is CN(C=O)C.CCOC(C)=O. The product is [F:23][C:11]1([C:12]([O:14][CH2:15][CH3:16])=[O:13])[CH:18]2[CH:17]1[CH2:21][CH2:20][C:19]2=[O:22]. The yield is 0.840. (3) The reactants are [C:1](#N)[C:2]1[C:3](=[CH:5][CH:6]=[CH:7][CH:8]=1)[NH2:4].[CH:10]1([Mg]Br)[CH2:14][CH2:13][CH2:12][CH2:11]1.Cl.[OH-:18].[Na+].O. The catalyst is C(OCC)C.O.C(OCC)(=O)C. The product is [NH2:4][C:3]1[CH:5]=[CH:6][CH:7]=[CH:8][C:2]=1[C:1]([CH:10]1[CH2:14][CH2:13][CH2:12][CH2:11]1)=[O:18]. The yield is 0.936.